This data is from Forward reaction prediction with 1.9M reactions from USPTO patents (1976-2016). The task is: Predict the product of the given reaction. (1) Given the reactants ON[C:3](=[NH:37])[C:4]1[CH:9]=[CH:8][CH:7]=[C:6]([N:10]2[C:14]3[C:15](=[O:32])[N:16]([C:19]4[CH:24]=[CH:23][C:22]([N:25]5[CH:30]=[CH:29][CH:28]=[CH:27][C:26]5=[O:31])=[CH:21][CH:20]=4)[CH2:17][CH2:18][C:13]=3[C:12]([C:33]([F:36])([F:35])[F:34])=[N:11]2)[CH:5]=1.[OH-:38].[Na+].OO, predict the reaction product. The product is: [O:32]=[C:15]1[C:14]2[N:10]([C:6]3[CH:5]=[C:4]([CH:9]=[CH:8][CH:7]=3)[C:3]([NH2:37])=[O:38])[N:11]=[C:12]([C:33]([F:34])([F:36])[F:35])[C:13]=2[CH2:18][CH2:17][N:16]1[C:19]1[CH:24]=[CH:23][C:22]([N:25]2[CH:30]=[CH:29][CH:28]=[CH:27][C:26]2=[O:31])=[CH:21][CH:20]=1. (2) Given the reactants [NH2:1][C:2]1[C:3]([C:12]([NH:14][C@H:15]([C:23]([O:25][CH3:26])=[O:24])[C@@H:16]([CH3:22])[O:17][C:18]([CH3:21])([CH3:20])[CH3:19])=[O:13])=[CH:4][C:5]2[C:10]([CH:11]=1)=[CH:9][CH:8]=[CH:7][CH:6]=2.[N:27]([C:30]1[C:35]([CH3:36])=[CH:34][C:33]([CH3:37])=[CH:32][C:31]=1[CH3:38])=[C:28]=[O:29], predict the reaction product. The product is: [CH3:19][C:18]([O:17][C@H:16]([CH3:22])[C@@H:15]([C:23]([O:25][CH3:26])=[O:24])[NH:14][C:12]([C:3]1[C:2]([NH:1][C:28]([NH:27][C:30]2[C:31]([CH3:38])=[CH:32][C:33]([CH3:37])=[CH:34][C:35]=2[CH3:36])=[O:29])=[CH:11][C:10]2[C:5](=[CH:6][CH:7]=[CH:8][CH:9]=2)[CH:4]=1)=[O:13])([CH3:20])[CH3:21]. (3) Given the reactants [Cl:1][C:2]1[CH:3]=[C:4]2[C:24](=[CH:25][CH:26]=1)[C:12]1[NH:13][C:14]([C:16]3[C:21]([F:22])=[CH:20][CH:19]=[CH:18][C:17]=3[Cl:23])=[N:15][C:11]=1[C:10]1[CH:9]=[CH:8][C:7]([C:27]#[N:28])=[CH:6][C:5]2=1.[Cl-].[NH4+].[N-:31]=[N+:32]=[N-:33].[Na+], predict the reaction product. The product is: [Cl:1][C:2]1[CH:3]=[C:4]2[C:24](=[CH:25][CH:26]=1)[C:12]1[NH:13][C:14]([C:16]3[C:21]([F:22])=[CH:20][CH:19]=[CH:18][C:17]=3[Cl:23])=[N:15][C:11]=1[C:10]1[CH:9]=[CH:8][C:7]([C:27]3[NH:33][N:32]=[N:31][N:28]=3)=[CH:6][C:5]2=1. (4) Given the reactants [CH2:1]([CH:3]1[CH2:8][C:7](=O)[CH2:6][CH:5]([CH2:10][CH3:11])[N:4]1[S:12]([C:15]1[CH:20]=[CH:19][CH:18]=[CH:17][N:16]=1)(=[O:14])=[O:13])[CH3:2].C([C@H]1N[C@@H](CC)CC2(OCCO2)C1)C.Cl.N1C=CC=CC=1S(Cl)(=O)=O.CN(C(OC)OC)C.[NH:54]1[CH:58]=CC=[N:55]1.O.NN, predict the reaction product. The product is: [CH2:1]([C@H:3]1[C:8]2[CH:58]=[N:54][NH:55][C:7]=2[CH2:6][C@@H:5]([CH2:10][CH3:11])[N:4]1[S:12]([C:15]1[CH:20]=[CH:19][CH:18]=[CH:17][N:16]=1)(=[O:14])=[O:13])[CH3:2]. (5) Given the reactants [F:1][C:2]1[CH:11]=[CH:10][C:9]([O:12][CH2:13][CH2:14][CH3:15])=[C:8]2[C:3]=1[C:4](=[O:30])[C:5]([C:22]1[CH:27]=[CH:26][C:25]([O:28]C)=[CH:24][CH:23]=1)=[CH:6][N:7]2[CH2:16][C:17]([O:19][CH2:20][CH3:21])=[O:18].ClCCl.B(Br)(Br)Br.O, predict the reaction product. The product is: [F:1][C:2]1[CH:11]=[CH:10][C:9]([O:12][CH2:13][CH2:14][CH3:15])=[C:8]2[C:3]=1[C:4](=[O:30])[C:5]([C:22]1[CH:27]=[CH:26][C:25]([OH:28])=[CH:24][CH:23]=1)=[CH:6][N:7]2[CH2:16][C:17]([O:19][CH2:20][CH3:21])=[O:18].